Dataset: Catalyst prediction with 721,799 reactions and 888 catalyst types from USPTO. Task: Predict which catalyst facilitates the given reaction. (1) Reactant: [Cl:1][C:2]1[CH:14]=[CH:13][C:5]2[NH:6][C:7]([S:9]([CH3:12])(=O)=O)=[N:8][C:4]=2[CH:3]=1.[O:15]=[C:16]1[C:25]2[C:20](=C([S-])[CH:22]=[CH:23][CH:24]=2)[NH:19][CH:18]=[CH:17]1.[Na+].C(O)(=O)C. Product: [Cl:1][C:2]1[CH:14]=[CH:13][C:5]2[NH:6][C:7]([S:9][C:12]3[CH:22]=[CH:23][CH:24]=[C:25]4[C:20]=3[NH:19][CH:18]=[CH:17][C:16]4=[O:15])=[N:8][C:4]=2[CH:3]=1. The catalyst class is: 32. (2) Reactant: [CH:1]1([NH:4][C:5]([NH2:7])=[O:6])[CH2:3][CH2:2]1.Cl.[NH2:9][C:10](OCC)=[CH:11][C:12](OCC)=[O:13].CC[O-].[Na+]. Product: [NH2:9][C:10]1[NH:7][C:5](=[O:6])[N:4]([CH:1]2[CH2:3][CH2:2]2)[C:12](=[O:13])[CH:11]=1. The catalyst class is: 8. (3) Reactant: [NH2:1][C:2]1[CH:7]=[C:6]([OH:8])[C:5]([O:9][CH3:10])=[CH:4][C:3]=1[C:11]([N:13]1[CH2:17][CH2:16][CH2:15][C@H:14]1[CH2:18][OH:19])=[O:12].[C:20](O[C:20]([O:22][C:23]([CH3:26])([CH3:25])[CH3:24])=[O:21])([O:22][C:23]([CH3:26])([CH3:25])[CH3:24])=[O:21].[OH-].[Na+].CO. Product: [OH:8][C:6]1[C:5]([O:9][CH3:10])=[CH:4][C:3]([C:11]([N:13]2[CH2:17][CH2:16][CH2:15][C@H:14]2[CH2:18][OH:19])=[O:12])=[C:2]([NH:1][C:20](=[O:21])[O:22][C:23]([CH3:26])([CH3:25])[CH3:24])[CH:7]=1. The catalyst class is: 1. (4) Product: [C:1]([C:5]1[O:9][N:8]=[C:7]([NH:10][C:11]([NH:13][C:14]2[CH:19]=[CH:18][CH:17]=[C:16]([O:20][C:22]3[C:31]4[C:26](=[CH:27][C:28]([O:34][CH2:35][CH3:36])=[C:29]([O:32][CH3:33])[CH:30]=4)[N:25]=[CH:24][N:23]=3)[CH:15]=2)=[O:12])[CH:6]=1)([CH3:4])([CH3:2])[CH3:3]. Reactant: [C:1]([C:5]1[O:9][N:8]=[C:7]([NH:10][C:11]([NH:13][C:14]2[CH:19]=[CH:18][CH:17]=[C:16]([OH:20])[CH:15]=2)=[O:12])[CH:6]=1)([CH3:4])([CH3:3])[CH3:2].Cl[C:22]1[C:31]2[C:26](=[CH:27][C:28]([O:34][CH2:35][CH3:36])=[C:29]([O:32][CH3:33])[CH:30]=2)[N:25]=[CH:24][N:23]=1.CC(C)([O-])C.[K+]. The catalyst class is: 1. (5) Reactant: [O:1]=[C:2]1[CH2:7][O:6][C:5]2[CH:8]=[CH:9][C:10]([S:12](Cl)(=O)=O)=[CH:11][C:4]=2[NH:3]1.Cl.[Sn].C(OCC)(=O)C. Product: [SH:12][C:10]1[CH:9]=[CH:8][C:5]2[O:6][CH2:7][C:2](=[O:1])[NH:3][C:4]=2[CH:11]=1. The catalyst class is: 12. (6) Reactant: Cl[C:2]1[CH:3]=[CH:4][C:5]2[N:6]([C:8]([C:11]([F:14])([F:13])[F:12])=[N:9][N:10]=2)[N:7]=1.[OH-].[NH4+:16].O.CCOC(C)=O. Product: [F:12][C:11]([F:14])([F:13])[C:8]1[N:6]2[N:7]=[C:2]([NH2:16])[CH:3]=[CH:4][C:5]2=[N:10][N:9]=1. The catalyst class is: 1. (7) Reactant: [C:1]([C:3]1[CH:29]=[CH:28][C:6]([O:7][CH2:8][C@@H:9]([OH:27])[CH2:10][N:11]2[CH2:18][CH:17]3[O:19][CH:13]([CH2:14][N:15](C(OC(C)(C)C)=O)[CH2:16]3)[CH2:12]2)=[CH:5][CH:4]=1)#[N:2].FC(F)(F)C(O)=O. Product: [OH:27][C@@H:9]([CH2:10][N:11]1[CH2:18][CH:17]2[O:19][CH:13]([CH2:14][NH:15][CH2:16]2)[CH2:12]1)[CH2:8][O:7][C:6]1[CH:28]=[CH:29][C:3]([C:1]#[N:2])=[CH:4][CH:5]=1. The catalyst class is: 4. (8) Product: [Cl:32][CH2:33][C:34]([NH:25][C:21]1[CH:20]=[C:19]([C:9]2[N:10]([CH2:15][CH2:16][O:17][CH3:18])[C:11]([S:13][CH3:14])=[N:12][C:8]=2[C:5]2[CH:4]=[CH:3][C:2]([F:1])=[CH:7][CH:6]=2)[CH:24]=[CH:23][N:22]=1)=[O:35]. The catalyst class is: 1. Reactant: [F:1][C:2]1[CH:7]=[CH:6][C:5]([C:8]2[N:12]=[C:11]([S:13][CH3:14])[N:10]([CH2:15][CH2:16][O:17][CH3:18])[C:9]=2[C:19]2[CH:24]=[CH:23][N:22]=[C:21]([NH2:25])[CH:20]=2)=[CH:4][CH:3]=1.C([O-])([O-])=O.[K+].[K+].[Cl:32][CH2:33][C:34](Cl)=[O:35]. (9) Reactant: [CH:1]([NH:3][C:4]1[NH:8][C:7]([C:9]2[CH:14]=[CH:13][C:12]([F:15])=[CH:11][CH:10]=2)=[N:6][C:5]=1[C:16]1[CH:21]=[CH:20][CH:19]=[CH:18][CH:17]=1)=O.B.Cl.C(=O)([O-])O.[Na+]. Product: [CH3:1][NH:3][C:4]1[NH:8][C:7]([C:9]2[CH:10]=[CH:11][C:12]([F:15])=[CH:13][CH:14]=2)=[N:6][C:5]=1[C:16]1[CH:17]=[CH:18][CH:19]=[CH:20][CH:21]=1. The catalyst class is: 7.